From a dataset of Full USPTO retrosynthesis dataset with 1.9M reactions from patents (1976-2016). Predict the reactants needed to synthesize the given product. Given the product [ClH:1].[ClH:1].[CH3:2][S:3][C:4]1[N:5]=[CH:6][C:7]2[C:12]([C:13]3[CH:18]=[CH:17][CH:16]=[CH:15][CH:14]=3)=[C:11]([C:19]3[CH:20]=[CH:21][C:22]([C:25]4([NH2:29])[CH2:28][CH2:27][CH2:26]4)=[CH:23][CH:24]=3)[O:10][C:8]=2[N:9]=1, predict the reactants needed to synthesize it. The reactants are: [ClH:1].[CH3:2][S:3][C:4]1[N:5]=[CH:6][C:7]2[C:12]([C:13]3[CH:18]=[CH:17][CH:16]=[CH:15][CH:14]=3)=[C:11]([C:19]3[CH:24]=[CH:23][C:22]([C:25]4([NH:29]C(=O)OC(C)(C)C)[CH2:28][CH2:27][CH2:26]4)=[CH:21][CH:20]=3)[O:10][C:8]=2[N:9]=1.CCOCC.